Predict the reaction yield, written as a fraction of the theoretical maximum amount of product (1.0 means a 100% yield; for example, 0.34 means a 34% yield). From a dataset of Reaction yield outcomes from USPTO patents with 853,638 reactions. (1) The reactants are [NH2:1][C:2]1[C:3]2[C:13](=[O:14])[N:12]([C:15]3[CH:20]=[CH:19][C:18]([C:21]4([C:25]([O:27]C)=[O:26])[CH2:24][CH2:23][CH2:22]4)=[CH:17][CH:16]=3)[CH2:11][CH2:10][C:4]=2[N:5]=[C:6]([O:8][CH3:9])[N:7]=1.O1CCOCC1.O.[OH-].[Li+]. The catalyst is CO. The product is [NH2:1][C:2]1[C:3]2[C:13](=[O:14])[N:12]([C:15]3[CH:20]=[CH:19][C:18]([C:21]4([C:25]([OH:27])=[O:26])[CH2:24][CH2:23][CH2:22]4)=[CH:17][CH:16]=3)[CH2:11][CH2:10][C:4]=2[N:5]=[C:6]([O:8][CH3:9])[N:7]=1. The yield is 0.470. (2) The reactants are Cl[C:2]1[CH:7]=[CH:6][C:5](Cl)=[CH:4][C:3]=1[S:9][CH2:10][C:11]([OH:13])=[O:12].[F:14][C:15]1C=CC(S)=C[CH:16]=1.[OH-].[K+].BrCCCC(OCC)=O. The catalyst is O.C(O)C. The product is [F:14][CH2:15][CH2:16][CH:10]([S:9][C:3]1[CH:4]=[CH:5][CH:6]=[CH:7][CH:2]=1)[C:11]([OH:13])=[O:12]. The yield is 0.610. (3) The reactants are C([S+]([NH:7][C@@H:8]([C:10]1[CH:15]=[CH:14][CH:13]=[C:12]([C:16]#[N:17])[CH:11]=1)[CH3:9])[O-])(C)(C)C.[ClH:18]. The catalyst is CO. The product is [ClH:18].[NH2:7][C@@H:8]([C:10]1[CH:11]=[C:12]([CH:13]=[CH:14][CH:15]=1)[C:16]#[N:17])[CH3:9]. The yield is 0.610. (4) The reactants are [Cl:1][C:2]1[CH:3]=[C:4]2[C:9](=[CH:10][CH:11]=1)[CH2:8][N:7]([S:12]([CH2:15][CH2:16][C:17]([O:19]C)=[O:18])(=[O:14])=[O:13])[CH2:6][CH2:5]2.[OH-].[Na+].Cl. No catalyst specified. The product is [Cl:1][C:2]1[CH:3]=[C:4]2[C:9](=[CH:10][CH:11]=1)[CH2:8][N:7]([S:12]([CH2:15][CH2:16][C:17]([OH:19])=[O:18])(=[O:14])=[O:13])[CH2:6][CH2:5]2. The yield is 0.160. (5) The reactants are [N+:1]([C:4]1[CH:5]=[C:6]2[C:10](=[CH:11][CH:12]=1)[NH:9][C:8]([CH:13]([CH3:16])[CH2:14][OH:15])=[CH:7]2)([O-])=O.O.O.[Sn](Cl)(Cl)(Cl)Cl. The catalyst is C(O)C.C(OCC)(=O)C.O.C([O-])(O)=O.[Na+]. The product is [NH2:1][C:4]1[CH:5]=[C:6]2[C:10](=[CH:11][CH:12]=1)[NH:9][C:8]([CH:13]([CH3:16])[CH2:14][OH:15])=[CH:7]2. The yield is 0.820.